The task is: Predict the product of the given reaction.. This data is from Forward reaction prediction with 1.9M reactions from USPTO patents (1976-2016). (1) Given the reactants [CH3:1][O:2][C:3]1[CH:4]=[C:5]([CH:36]=[CH:37][CH:38]=1)[CH2:6][N:7]1[C:15]2[C:14](=[O:16])[N:13]([CH3:17])[C:12](=[O:18])[N:11]([CH3:19])[C:10]=2[N:9]=[C:8]1[O:20][C:21]1[CH:26]=[CH:25][C:24](B2OC(C)(C)C(C)(C)O2)=[CH:23][CH:22]=1.Br[C:40]1[CH:45]=[CH:44][CH:43]=[CH:42][N:41]=1.C(=O)([O-])[O-].[Cs+].[Cs+], predict the reaction product. The product is: [CH3:1][O:2][C:3]1[CH:4]=[C:5]([CH:36]=[CH:37][CH:38]=1)[CH2:6][N:7]1[C:15]2[C:14](=[O:16])[N:13]([CH3:17])[C:12](=[O:18])[N:11]([CH3:19])[C:10]=2[N:9]=[C:8]1[O:20][C:21]1[CH:26]=[CH:25][C:24]([C:40]2[CH:45]=[CH:44][CH:43]=[CH:42][N:41]=2)=[CH:23][CH:22]=1. (2) Given the reactants B.O1CCCC1.[N+:7]([C:10]1[CH:11]=[CH:12][C:13]2[O:18][CH2:17][C:16](=O)[NH:15][C:14]=2[CH:20]=1)([O-:9])=[O:8].Cl, predict the reaction product. The product is: [N+:7]([C:10]1[CH:11]=[CH:12][C:13]2[O:18][CH2:17][CH2:16][NH:15][C:14]=2[CH:20]=1)([O-:9])=[O:8]. (3) Given the reactants Cl[C:2]1[N:7]=[N:6][CH:5]=[C:4]([C:8]2[CH:13]=[CH:12][N:11]=[C:10]([NH:14][C:15]3[N:19]([CH3:20])[N:18]=[CH:17][CH:16]=3)[N:9]=2)[CH:3]=1.[Cl:21][C:22]1[CH:27]=[CH:26][C:25]([CH:28]([O:34][CH3:35])[CH2:29][C:30]([NH:32][NH2:33])=O)=[CH:24][CH:23]=1.CS(O)(=O)=O, predict the reaction product. The product is: [Cl:21][C:22]1[CH:23]=[CH:24][C:25]([CH:28]([O:34][CH3:35])[CH2:29][C:30]2[N:7]3[N:6]=[CH:5][C:4]([C:8]4[CH:13]=[CH:12][N:11]=[C:10]([NH:14][C:15]5[N:19]([CH3:20])[N:18]=[CH:17][CH:16]=5)[N:9]=4)=[CH:3][C:2]3=[N:33][N:32]=2)=[CH:26][CH:27]=1. (4) Given the reactants [C:1]([C:3]1[CH:8]=[CH:7][CH:6]=[C:5]([CH3:9])[N:4]=1)#[CH:2].[Li+].CCC[CH2-].Cl[C:16]([O:18][CH2:19][CH3:20])=[O:17], predict the reaction product. The product is: [CH2:19]([O:18][C:16](=[O:17])[C:2]#[C:1][C:3]1[CH:8]=[CH:7][CH:6]=[C:5]([CH3:9])[N:4]=1)[CH3:20]. (5) The product is: [F:51][C:52]([F:57])([F:56])[C:53]([OH:55])=[O:54].[NH2:8][C@H:9]([C:11]([O:13][CH2:14][CH2:15][O:16][C:17]1[CH:22]=[CH:21][C:20]([C:23]2[C:28]([C:29]#[N:30])=[C:27]([S:31][CH2:32][C:33]3[N:34]=[C:35]([C:38]4[CH:39]=[CH:40][C:41]([Cl:44])=[CH:42][CH:43]=4)[S:36][CH:37]=3)[N:26]=[C:25]([N:45]3[CH2:46][CH2:47][CH2:48]3)[C:24]=2[C:49]#[N:50])=[CH:19][CH:18]=1)=[O:12])[CH3:10]. Given the reactants C(OC([NH:8][C@H:9]([C:11]([O:13][CH2:14][CH2:15][O:16][C:17]1[CH:22]=[CH:21][C:20]([C:23]2[C:28]([C:29]#[N:30])=[C:27]([S:31][CH2:32][C:33]3[N:34]=[C:35]([C:38]4[CH:43]=[CH:42][C:41]([Cl:44])=[CH:40][CH:39]=4)[S:36][CH:37]=3)[N:26]=[C:25]([N:45]3[CH2:48][CH2:47][CH2:46]3)[C:24]=2[C:49]#[N:50])=[CH:19][CH:18]=1)=[O:12])[CH3:10])=O)(C)(C)C.[F:51][C:52]([F:57])([F:56])[C:53]([OH:55])=[O:54], predict the reaction product. (6) The product is: [N+:32]([C:27]1[CH:26]=[C:25]([B:9]2[O:10][C:11]([CH3:16])([CH3:17])[C:12]([CH3:14])([CH3:15])[O:13]2)[CH:30]=[CH:29][C:28]=1[NH2:31])([O-:34])=[O:33]. Given the reactants [CH3:16][C:11]1([CH3:17])[C:12]([CH3:15])([CH3:14])[O:13][B:9]([B:9]2[O:13][C:12]([CH3:15])([CH3:14])[C:11]([CH3:17])([CH3:16])[O:10]2)[O:10]1.CC([O-])=O.[K+].Br[C:25]1[CH:30]=[CH:29][C:28]([NH2:31])=[C:27]([N+:32]([O-:34])=[O:33])[CH:26]=1, predict the reaction product.